From a dataset of Full USPTO retrosynthesis dataset with 1.9M reactions from patents (1976-2016). Predict the reactants needed to synthesize the given product. Given the product [C:4]([CH2:6][CH2:7][C:8]1[C:9]([CH2:23][CH2:24][CH2:25][CH2:26][CH2:27][CH2:28][O:29][C:30]2[CH:38]=[C:37]([C:39]3[CH:43]=[CH:42][S:41][CH:40]=3)[CH:36]=[C:32]([C:33](=[O:34])[N:47]([CH3:48])[CH3:46])[CH:31]=2)=[CH:10][CH:11]=[CH:12][C:13]=1[O:14][CH2:15][CH2:16][CH2:17][C:18]([OH:20])=[O:19])([OH:3])=[O:5], predict the reactants needed to synthesize it. The reactants are: C([O:3][C:4]([CH2:6][CH2:7][C:8]1[C:13]([O:14][CH2:15][CH2:16][CH2:17][C:18]([O:20]CC)=[O:19])=[CH:12][CH:11]=[CH:10][C:9]=1[CH2:23][CH2:24][CH2:25][CH2:26][CH2:27][CH2:28][O:29][C:30]1[CH:31]=[C:32]([CH:36]=[C:37]([C:39]2[CH:43]=[CH:42][S:41][CH:40]=2)[CH:38]=1)[C:33](O)=[O:34])=[O:5])C.C1[CH2:48][N:47]([P+](Br)(N2CCCC2)N2CCCC2)[CH2:46]C1.F[P-](F)(F)(F)(F)F.C(N(C(C)C)CC)(C)C.Cl.CNC.[OH-].[Na+].